From a dataset of CYP2C9 inhibition data for predicting drug metabolism from PubChem BioAssay. Regression/Classification. Given a drug SMILES string, predict its absorption, distribution, metabolism, or excretion properties. Task type varies by dataset: regression for continuous measurements (e.g., permeability, clearance, half-life) or binary classification for categorical outcomes (e.g., BBB penetration, CYP inhibition). Dataset: cyp2c9_veith. (1) The compound is C#CCCCO/N=C1/C[C@@H](O)[C@@H](O)[C@H]2[C@@H]1CC[C@@H]1C(=O)N(c3cccc(Oc4ccccc4)c3)C(=O)[C@H]12. The result is 1 (inhibitor). (2) The drug is C/C=C1\C[N@@+]2(C)CC[C@@]34C(=C(C=O)[C@H]1C[C@H]32)Nc1ccccc14. The result is 0 (non-inhibitor). (3) The result is 0 (non-inhibitor). The molecule is CC1CCOC2(O1)C(=O)N(CN1CCN(c3ccccc3F)CC1)c1ccccc12. (4) The molecule is Cc1ncc(CO)c(CN)c1O. The result is 0 (non-inhibitor). (5) The molecule is COc1ccc(NC(=O)c2ccc(COc3ccccc3)o2)cc1. The result is 1 (inhibitor). (6) The molecule is CC(C)C12CN3CC(C(C)C)(CN(C1)C3c1ccco1)C2=O. The result is 0 (non-inhibitor). (7) The compound is O=C(O)c1cc(-c2ccc3cc4c(cc3c2)OCO4)nc2ccccc12. The result is 0 (non-inhibitor).